This data is from Full USPTO retrosynthesis dataset with 1.9M reactions from patents (1976-2016). The task is: Predict the reactants needed to synthesize the given product. (1) Given the product [CH2:26]([O:14][C:13]([C:9]1([NH:8][C:1]([O:3][C:4]([CH3:7])([CH3:6])[CH3:5])=[O:2])[CH2:12][CH2:11][CH2:10]1)=[O:15])[C:27]1[CH:32]=[CH:31][CH:30]=[CH:29][CH:28]=1, predict the reactants needed to synthesize it. The reactants are: [C:1]([NH:8][C:9]1([C:13]([OH:15])=[O:14])[CH2:12][CH2:11][CH2:10]1)([O:3][C:4]([CH3:7])([CH3:6])[CH3:5])=[O:2].C(Cl)CCl.N1C=CC=CC=1.[CH2:26](O)[C:27]1[CH:32]=[CH:31][CH:30]=[CH:29][CH:28]=1. (2) The reactants are: FC(F)(F)S([O:6][S:7]([C:10]([F:13])([F:12])[F:11])(=[O:9])=[O:8])(=O)=O.[F:16][C:17]([F:30])([C:20]([F:29])([F:28])[C:21]([F:27])([F:26])[C:22]([F:25])([F:24])[F:23])[CH2:18]O. Given the product [F:13][C:10]([F:11])([F:12])[S:7]([O:6][CH2:18][C:17]([F:16])([F:30])[C:20]([F:28])([F:29])[C:21]([F:26])([F:27])[C:22]([F:25])([F:24])[F:23])(=[O:8])=[O:9], predict the reactants needed to synthesize it. (3) Given the product [Br:21][C:17]1[CH:16]=[C:15]([C:13](=[O:14])[CH2:12][O:10][C:3]2[CH:4]=[C:5]([CH3:9])[CH:6]=[C:7]([CH3:8])[C:2]=2[CH3:1])[CH:20]=[CH:19][CH:18]=1, predict the reactants needed to synthesize it. The reactants are: [CH3:1][C:2]1[C:7]([CH3:8])=[CH:6][C:5]([CH3:9])=[CH:4][C:3]=1[OH:10].Br[CH2:12][C:13]([C:15]1[CH:20]=[CH:19][CH:18]=[C:17]([Br:21])[CH:16]=1)=[O:14]. (4) Given the product [Cl:1][C:2]1[N:7]=[C:6]([C:8]([NH2:10])=[O:9])[CH:5]=[C:4]([NH:15][CH:12]2[CH2:14][CH2:13]2)[N:3]=1, predict the reactants needed to synthesize it. The reactants are: [Cl:1][C:2]1[N:7]=[C:6]([C:8]([NH2:10])=[O:9])[CH:5]=[C:4](Cl)[N:3]=1.[CH:12]1([NH2:15])[CH2:14][CH2:13]1.